From a dataset of Reaction yield outcomes from USPTO patents with 853,638 reactions. Predict the reaction yield, written as a fraction of the theoretical maximum amount of product (1.0 means a 100% yield; for example, 0.34 means a 34% yield). (1) The reactants are [F:1][C:2]1[CH:7]=[CH:6][CH:5]=[CH:4][C:3]=1[NH:8][C:9](=[O:26])[NH:10][C:11]1[CH:16]=[CH:15][C:14]([CH2:17][C:18]([O:20]C(C)(C)C)=[O:19])=[CH:13][C:12]=1[CH3:25].C(O)(C(F)(F)F)=O. The catalyst is C(Cl)Cl. The product is [F:1][C:2]1[CH:7]=[CH:6][CH:5]=[CH:4][C:3]=1[NH:8][C:9](=[O:26])[NH:10][C:11]1[CH:16]=[CH:15][C:14]([CH2:17][C:18]([OH:20])=[O:19])=[CH:13][C:12]=1[CH3:25]. The yield is 0.790. (2) The reactants are [CH:1]1([NH:6][C:7]2[CH:8]=[CH:9][CH:10]=[C:11]3[C:15]=2[NH:14][C:13]([C:16]2[S:17][CH2:18][C@@H:19]([CH2:21][C:22]([OH:24])=O)[N:20]=2)=[CH:12]3)[CH2:5][CH2:4][CH2:3][CH2:2]1.Cl.[CH2:26]([NH2:28])[CH3:27].C(Cl)CCl.C1C=CC2N(O)N=NC=2C=1.C(N(CC)CC)C.C(=O)(O)[O-].[Na+]. The catalyst is CN(C)C=O. The product is [CH:1]1([NH:6][C:7]2[CH:8]=[CH:9][CH:10]=[C:11]3[C:15]=2[NH:14][C:13]([C:16]2[S:17][CH2:18][C@@H:19]([CH2:21][C:22]([NH:28][CH2:26][CH3:27])=[O:24])[N:20]=2)=[CH:12]3)[CH2:2][CH2:3][CH2:4][CH2:5]1. The yield is 0.410. (3) The product is [Cl:1][C:2]1[CH:18]=[C:17]([O:19][CH2:20][CH:21]=[C:22]([Cl:24])[Cl:23])[CH:16]=[C:15]([Cl:25])[C:3]=1[O:4][CH2:5][CH2:6][CH2:7][CH2:8][CH2:9][O:10][CH2:11][C:12](=[N:27][OH:28])[CH3:13]. The reactants are [Cl:1][C:2]1[CH:18]=[C:17]([O:19][CH2:20][CH:21]=[C:22]([Cl:24])[Cl:23])[CH:16]=[C:15]([Cl:25])[C:3]=1[O:4][CH2:5][CH2:6][CH2:7][CH2:8][CH2:9][O:10][CH2:11][C:12](=O)[CH3:13].Cl.[NH2:27][OH:28].Cl. The yield is 0.990. The catalyst is N1C=CC=CC=1. (4) The reactants are [C:1]([O:5][C:6]([N:8]1[CH2:13][CH2:12][CH:11]([NH:14][C:15]2[C:20]([C:21]#[N:22])=[CH:19][CH:18]=[CH:17][N:16]=2)[CH2:10][CH2:9]1)=[O:7])([CH3:4])([CH3:3])[CH3:2].[CH3:23]N(C)C=O.[H-].[Na+].IC. The catalyst is C(OCC)(=O)C. The product is [C:1]([O:5][C:6]([N:8]1[CH2:13][CH2:12][CH:11]([N:14]([C:15]2[C:20]([C:21]#[N:22])=[CH:19][CH:18]=[CH:17][N:16]=2)[CH3:23])[CH2:10][CH2:9]1)=[O:7])([CH3:4])([CH3:2])[CH3:3]. The yield is 0.960. (5) The reactants are Br[C:2]1[CH:3]=[C:4]([N:9]2[C:13]3=[N:14][CH:15]=[CH:16][CH:17]=[C:12]3[C:11]([C:18]([O:20][CH3:21])=[O:19])=[N:10]2)[CH:5]=[C:6]([CH3:8])[CH:7]=1.[C:22]([C@:24]1([OH:31])[CH2:28][CH2:27][N:26]([CH3:29])[C:25]1=[O:30])#[CH:23]. No catalyst specified. The product is [OH:31][C@@:24]1([C:22]#[C:23][C:2]2[CH:3]=[C:4]([N:9]3[C:13]4=[N:14][CH:15]=[CH:16][CH:17]=[C:12]4[C:11]([C:18]([O:20][CH3:21])=[O:19])=[N:10]3)[CH:5]=[C:6]([CH3:8])[CH:7]=2)[CH2:28][CH2:27][N:26]([CH3:29])[C:25]1=[O:30]. The yield is 0.580. (6) The reactants are [Br:1][C:2]1[CH:7]=[C:6]([O:8][CH3:9])[CH:5]=[C:4]([CH2:10]Cl)[C:3]=1[O:12][CH3:13].[C-:14]#[N:15].[K+].O. The catalyst is CS(C)=O. The product is [Br:1][C:2]1[C:3]([O:12][CH3:13])=[C:4]([CH2:10][C:14]#[N:15])[CH:5]=[C:6]([O:8][CH3:9])[CH:7]=1. The yield is 0.770.